This data is from Full USPTO retrosynthesis dataset with 1.9M reactions from patents (1976-2016). The task is: Predict the reactants needed to synthesize the given product. (1) Given the product [Cl:1][C:2]1[CH:3]=[C:4]([O:22][CH3:23])[N:5]=[CH:6][C:7]=1[C:8]1[N:9]([CH2:27][CH2:26][OH:25])[CH:10]=[C:11]([C:13]2[N:14]([CH:19]([CH3:21])[CH3:20])[N:15]=[C:16]([CH3:18])[N:17]=2)[N:12]=1, predict the reactants needed to synthesize it. The reactants are: [Cl:1][C:2]1[C:7]([C:8]2[NH:9][CH:10]=[C:11]([C:13]3[N:14]([CH:19]([CH3:21])[CH3:20])[N:15]=[C:16]([CH3:18])[N:17]=3)[N:12]=2)=[CH:6][N:5]=[C:4]([O:22][CH3:23])[CH:3]=1.C1(=O)O[CH2:27][CH2:26][O:25]1. (2) Given the product [CH3:2][C:3]1[C:4]2[N:5]([C:9]([N:12]3[CH2:17][CH2:16][N:15]([C:25](=[O:27])[CH3:26])[CH2:14][CH2:13]3)=[N:10][CH:11]=2)[CH:6]=[CH:7][N:8]=1, predict the reactants needed to synthesize it. The reactants are: Cl.[CH3:2][C:3]1[C:4]2[N:5]([C:9]([N:12]3[CH2:17][CH2:16][NH:15][CH2:14][CH2:13]3)=[N:10][CH:11]=2)[CH:6]=[CH:7][N:8]=1.C(N(CC)CC)C.[C:25](OC(=O)C)(=[O:27])[CH3:26].C(=O)([O-])O.[Na+].[Cl-].[Na+]. (3) Given the product [CH2:20]([NH:22][C:23](=[O:24])[O:1][CH:2]1[C:11]2[CH:10]=[N:9][CH:8]=[C:7]([C:12]3[CH:13]=[CH:14][C:15]([C:16]#[N:17])=[CH:18][CH:19]=3)[C:6]=2[CH2:5][CH2:4][CH2:3]1)[CH3:21], predict the reactants needed to synthesize it. The reactants are: [OH:1][CH:2]1[C:11]2[CH:10]=[N:9][CH:8]=[C:7]([C:12]3[CH:19]=[CH:18][C:15]([C:16]#[N:17])=[CH:14][CH:13]=3)[C:6]=2[CH2:5][CH2:4][CH2:3]1.[CH2:20]([N:22]=[C:23]=[O:24])[CH3:21].CCN(CC)CC.C([O-])(O)=O.[Na+]. (4) Given the product [CH2:15]([NH:21][C:11](=[O:13])[CH2:10][CH2:9][C:8]([C:5]1[CH:4]=[CH:3][C:2]([NH2:1])=[CH:7][CH:6]=1)=[O:14])[CH3:16], predict the reactants needed to synthesize it. The reactants are: [NH2:1][C:2]1[CH:7]=[CH:6][C:5]([C:8](=[O:14])[CH2:9][CH2:10][C:11]([OH:13])=O)=[CH:4][CH:3]=1.[CH:15]1([N:21]=C=NC2CCCCC2)CCCC[CH2:16]1.C(N)C.O. (5) Given the product [CH3:12][O:11][C:8]1[CH:9]=[C:10]2[C:5](=[CH:6][CH:7]=1)[CH2:4][CH:3]=[CH:2]2, predict the reactants needed to synthesize it. The reactants are: C[C:2]1(O)[C:10]2[C:5](=[CH:6][CH:7]=[C:8]([O:11][CH3:12])[CH:9]=2)[CH2:4][CH2:3]1.CC1C=CC(S(O)(=O)=O)=CC=1. (6) Given the product [F:1][C:2]1[CH:3]=[CH:4][C:5]([CH2:6][N:7]2[C:19](=[O:20])[C:18]3[C:17]([OH:21])=[C:16]4[C:11]([CH:12]=[CH:13][CH:14]=[N:15]4)=[C:10]([N:22]([CH3:29])[S:23]([CH3:26])(=[O:25])=[O:24])[C:9]=3[CH2:8]2)=[CH:27][CH:28]=1, predict the reactants needed to synthesize it. The reactants are: [F:1][C:2]1[CH:28]=[CH:27][C:5]([CH2:6][N:7]2[C:19](=[O:20])[C:18]3[C:17]([OH:21])=[C:16]4[C:11]([CH:12]=[CH:13][CH:14]=[N:15]4)=[C:10]([NH:22][S:23]([CH3:26])(=[O:25])=[O:24])[C:9]=3[CH2:8]2)=[CH:4][CH:3]=1.[CH3:29]C(C)=O.[OH-].[K+].COS(OC)(=O)=O.